This data is from Full USPTO retrosynthesis dataset with 1.9M reactions from patents (1976-2016). The task is: Predict the reactants needed to synthesize the given product. (1) Given the product [CH3:15][C:12]1[CH:13]=[C:14]2[C:9]([CH:8]=[N:7][NH:6]2)=[CH:10][C:11]=1[C:16]([OH:18])=[O:17], predict the reactants needed to synthesize it. The reactants are: [OH-].[Na+].C([N:6]1[C:14]2[C:9](=[CH:10][C:11]([C:16]([O:18]C)=[O:17])=[C:12]([CH3:15])[CH:13]=2)[CH:8]=[N:7]1)(=O)C.[OH-].[Li+]. (2) Given the product [C:19]([O:23][C:24](=[O:34])[NH:25][CH:26]1[CH:33]2[CH:29]([CH2:30][N:31]([C:11]3[C:12]([CH3:14])=[C:13]4[C:8]([C:7](=[O:17])[NH:6][C:5](=[O:18])[N:4]4[CH:1]4[CH2:3][CH2:2]4)=[CH:9][C:10]=3[F:16])[CH2:32]2)[O:28][CH2:27]1)([CH3:22])([CH3:20])[CH3:21], predict the reactants needed to synthesize it. The reactants are: [CH:1]1([N:4]2[C:13]3[C:8](=[CH:9][C:10]([F:16])=[C:11](F)[C:12]=3[CH3:14])[C:7](=[O:17])[NH:6][C:5]2=[O:18])[CH2:3][CH2:2]1.[C:19]([O:23][C:24](=[O:34])[NH:25][CH:26]1[CH:33]2[CH:29]([CH2:30][NH:31][CH2:32]2)[O:28][CH2:27]1)([CH3:22])([CH3:21])[CH3:20].C(N(CC)CC)C. (3) Given the product [C:3]1([C:1]([NH:19][CH2:18][C@@H:17]2[CH2:16][CH2:33][CH2:34][C@H:30]([NH:31][C:35]([C:34]3[C:30]([C:24]4[CH:25]=[CH:26][CH:27]=[C:28]([I:29])[C:23]=4[F:22])=[N:31][O:32][C:33]=3[CH3:38])=[O:37])[CH2:24]2)=[O:2])[CH:23]=[CH:28][CH:27]=[CH:26][CH:25]=1, predict the reactants needed to synthesize it. The reactants are: [C:1](O)([C:3](F)(F)F)=[O:2].ClCCl.CCN=C=N[CH2:16][CH2:17][CH2:18][N:19](C)C.[F:22][C:23]1[C:28]([I:29])=[CH:27][CH:26]=[CH:25][C:24]=1[C:30]1[C:34]([C:35]([OH:37])=O)=[C:33]([CH3:38])[O:32][N:31]=1. (4) Given the product [C:1]([C:5]1[CH:6]=[C:7]([N:17]([CH3:49])[C:18]([NH:20][CH2:30][C:31]2[CH:36]=[C:35]([F:37])[CH:34]=[CH:33][C:32]=2[O:38][C:39]2[CH:40]=[C:41]3[C:45](=[CH:46][CH:47]=2)[N:44]([CH3:48])[N:43]=[CH:42]3)=[O:19])[N:8]([C:10]2[CH:11]=[CH:12][C:13]([CH3:16])=[CH:14][CH:15]=2)[N:9]=1)([CH3:4])([CH3:2])[CH3:3], predict the reactants needed to synthesize it. The reactants are: [C:1]([C:5]1[CH:6]=[C:7]([N:17]([CH3:49])[C:18]([N:20]([CH2:30][C:31]2[CH:36]=[C:35]([F:37])[CH:34]=[CH:33][C:32]=2[O:38][C:39]2[CH:40]=[C:41]3[C:45](=[CH:46][CH:47]=2)[N:44]([CH3:48])[N:43]=[CH:42]3)CC2C=CC(OC)=CC=2)=[O:19])[N:8]([C:10]2[CH:15]=[CH:14][C:13]([CH3:16])=[CH:12][CH:11]=2)[N:9]=1)([CH3:4])([CH3:3])[CH3:2]. (5) Given the product [NH2:1][C:2]1[C:3]([C:13]([NH:16][C:17]2[NH:21][N:20]=[C:19]3[CH2:22][N:23]([C:25]([O:27][C:28]([CH3:31])([CH3:30])[CH3:29])=[O:26])[CH2:24][C:18]=23)=[O:15])=[N:4][C:5]([Br:12])=[C:6]([C:8]([F:9])([F:10])[F:11])[N:7]=1, predict the reactants needed to synthesize it. The reactants are: [NH2:1][C:2]1[C:3]([C:13]([OH:15])=O)=[N:4][C:5]([Br:12])=[C:6]([C:8]([F:11])([F:10])[F:9])[N:7]=1.[NH2:16][C:17]1[NH:21][N:20]=[C:19]2[CH2:22][N:23]([C:25]([O:27][C:28]([CH3:31])([CH3:30])[CH3:29])=[O:26])[CH2:24][C:18]=12.CN(C(ON1N=NC2C=CC=NC1=2)=[N+](C)C)C.F[P-](F)(F)(F)(F)F.CN1CCOCC1. (6) Given the product [F:22][C:19]1[CH:18]=[CH:17][CH:16]=[C:15]2[C:20]=1[CH:21]=[C:13]([C:12]1[N:11]=[C:10]([C:23]3[C:24]([N:43]([CH3:48])[S:44]([CH3:47])(=[O:45])=[O:46])=[CH:25][C:26]4[O:30][C:29]([C:31]5[CH:36]=[CH:35][C:34]([F:37])=[CH:33][CH:32]=5)=[C:28]([C:38]([NH:39][CH3:40])=[O:41])[C:27]=4[CH:42]=3)[CH:9]=[N:8][C:7]=1[CH:51]=[CH2:52])[NH:14]2, predict the reactants needed to synthesize it. The reactants are: FC(F)(F)S(O[C:7]1[C:12]([C:13]2[NH:14][C:15]3[C:20]([CH:21]=2)=[C:19]([F:22])[CH:18]=[CH:17][CH:16]=3)=[N:11][C:10]([C:23]2[C:24]([N:43]([CH3:48])[S:44]([CH3:47])(=[O:46])=[O:45])=[CH:25][C:26]3[O:30][C:29]([C:31]4[CH:36]=[CH:35][C:34]([F:37])=[CH:33][CH:32]=4)=[C:28]([C:38](=[O:41])[NH:39][CH3:40])[C:27]=3[CH:42]=2)=[CH:9][N:8]=1)(=O)=O.[CH2:51]([Sn](CCCC)(CCCC)C=C)[CH2:52]CC.[Li+].[Cl-].